Dataset: Retrosynthesis with 50K atom-mapped reactions and 10 reaction types from USPTO. Task: Predict the reactants needed to synthesize the given product. (1) Given the product COc1ccc(-c2ccc(CC[C@@H]3O[C@H]4OC(C)(C)O[C@H]4[C@H]3CCn3nnc4ccccc4c3=O)cc2)cc1, predict the reactants needed to synthesize it. The reactants are: COc1ccc(-c2ccc(/C=C/[C@@H]3O[C@H]4OC(C)(C)O[C@H]4[C@H]3CCn3nnc4ccccc4c3=O)cc2)cc1. (2) Given the product CC(=O)N(C)c1ccc(Br)c2c1C(=O)c1cccc(Cl)c1C2=O, predict the reactants needed to synthesize it. The reactants are: CC(=O)Nc1ccc(Br)c2c1C(=O)c1cccc(Cl)c1C2=O.CI. (3) Given the product Cc1ccn(-c2cc(C#N)ccc2[C@@H](Oc2cc(N3CCC4(CC3)CN[C@H](C(=O)O)C4)nc(N)n2)C(F)(F)F)n1, predict the reactants needed to synthesize it. The reactants are: CCOC(=O)[C@@H]1CC2(CCN(c3cc(OC(c4ccc(C#N)cc4-n4ccc(C)n4)C(F)(F)F)nc(N)n3)CC2)CN1. (4) Given the product N#CC1C2CC3CC1CC(N)(C3)C2, predict the reactants needed to synthesize it. The reactants are: CC(C)(C)OC(=O)NC12CC3CC(C1)C(C#N)C(C3)C2.